From a dataset of Full USPTO retrosynthesis dataset with 1.9M reactions from patents (1976-2016). Predict the reactants needed to synthesize the given product. (1) Given the product [N:37]1[CH:36]=[CH:35][N:32]2[CH2:33][CH2:34][N:29]([CH2:28][C:19]3[C:20]([C:24]([F:25])([F:27])[F:26])=[CH:21][CH:22]=[C:23]4[C:18]=3[CH2:17][CH2:16][C@H:15]4[O:14][C:12]3[CH:11]=[CH:10][C:9]4[C@H:5]([CH2:4][C:3]([OH:38])=[O:2])[CH2:6][O:7][C:8]=4[CH:13]=3)[CH2:30][C:31]=12, predict the reactants needed to synthesize it. The reactants are: C[O:2][C:3](=[O:38])[CH2:4][C@H:5]1[C:9]2[CH:10]=[CH:11][C:12]([O:14][C@H:15]3[C:23]4[C:18](=[C:19]([CH2:28][N:29]5[CH2:34][CH2:33][N:32]6[CH:35]=[CH:36][N:37]=[C:31]6[CH2:30]5)[C:20]([C:24]([F:27])([F:26])[F:25])=[CH:21][CH:22]=4)[CH2:17][CH2:16]3)=[CH:13][C:8]=2[O:7][CH2:6]1.COC(=O)C[C@H]1C2C=CC(O[C@H]3C4C(=C(CBr)C(C(F)(F)F)=CC=4)CC3)=CC=2OC1.N1C=CN2CCNCC=12. (2) The reactants are: [F:1][C:2]1[CH:7]=[CH:6][C:5]([F:8])=[CH:4][C:3]=1[S:9]([N:12]([C:16]1[CH:21]=[CH:20][CH:19]=[C:18]([C:22]2[N:23]=[C:24]([CH:27]3[CH2:32][CH2:31][O:30][CH2:29][CH2:28]3)[S:25][CH:26]=2)[C:17]=1[F:33])[CH2:13][O:14][CH3:15])(=[O:11])=[O:10].C([O-])(=O)C.[Na+].[Br:39]Br.[OH-].[Na+]. Given the product [Br:39][C:26]1[S:25][C:24]([CH:27]2[CH2:32][CH2:31][O:30][CH2:29][CH2:28]2)=[N:23][C:22]=1[C:18]1[C:17]([F:33])=[C:16]([N:12]([CH2:13][O:14][CH3:15])[S:9]([C:3]2[CH:4]=[C:5]([F:8])[CH:6]=[CH:7][C:2]=2[F:1])(=[O:10])=[O:11])[CH:21]=[CH:20][CH:19]=1, predict the reactants needed to synthesize it. (3) Given the product [C:33]([C:37]1[CH:38]=[CH:39][CH:40]([C:42]([C:11]2[C:10]3[CH2:9][C:8]4[C:16](=[CH:17][C:5]([C:1]([CH3:4])([CH3:3])[CH3:2])=[CH:6][CH:7]=4)[C:15]=3[CH:14]=[C:13]([C:18]([CH3:21])([CH3:20])[CH3:19])[CH:12]=2)([CH3:44])[CH3:43])[CH:41]=1)([CH3:36])([CH3:35])[CH3:34], predict the reactants needed to synthesize it. The reactants are: [C:1]([C:5]1[CH:6]=[CH:7][C:8]2[CH2:9][C:10]3[C:15]([C:16]=2[CH:17]=1)=[CH:14][C:13]([C:18]([CH3:21])([CH3:20])[CH3:19])=[CH:12][CH:11]=3)([CH3:4])([CH3:3])[CH3:2].CCCCCC.C([Li])CCC.[C:33]([C:37]1[CH:38]=[CH:39][C:40](=[C:42]([CH3:44])[CH3:43])[CH:41]=1)([CH3:36])([CH3:35])[CH3:34]. (4) Given the product [NH2:15][C:11]1[CH:10]=[C:9]([Cl:16])[N:8]=[C:7]([C:5]([OH:6])=[O:4])[C:12]=1[CH:13]=[CH2:14], predict the reactants needed to synthesize it. The reactants are: [OH-].[Na+].C[O:4][C:5]([C:7]1[C:12]([CH:13]=[CH2:14])=[C:11]([NH2:15])[CH:10]=[C:9]([Cl:16])[N:8]=1)=[O:6]. (5) Given the product [CH3:33][O:34][C:35]([C:37]1[S:38][C:39]([CH:42]([C:20]2[N:19]([S:16]([C:12]3[CH:13]=[CH:14][CH:15]=[C:10]([C:7]([CH3:6])([CH3:8])[CH3:9])[CH:11]=3)(=[O:17])=[O:18])[C:27]3[C:22]([C:21]=2[CH3:32])=[CH:23][C:24]([C:28]([F:29])([F:30])[F:31])=[CH:25][CH:26]=3)[OH:43])=[CH:40][CH:41]=1)=[O:36], predict the reactants needed to synthesize it. The reactants are: C([Li])CCC.[CH3:6][C:7]([C:10]1[CH:11]=[C:12]([S:16]([N:19]2[C:27]3[C:22](=[CH:23][C:24]([C:28]([F:31])([F:30])[F:29])=[CH:25][CH:26]=3)[C:21]([CH3:32])=[CH:20]2)(=[O:18])=[O:17])[CH:13]=[CH:14][CH:15]=1)([CH3:9])[CH3:8].[CH3:33][O:34][C:35]([C:37]1[S:38][C:39]([CH:42]=[O:43])=[CH:40][CH:41]=1)=[O:36]. (6) Given the product [C:19]([O:18][C:16]([NH:23][C:24]1[S:25][C:26]([C:29]([O:31][CH2:32][CH3:33])=[O:30])=[CH:27][N:28]=1)=[O:17])([CH3:20])([CH3:21])[CH3:22], predict the reactants needed to synthesize it. The reactants are: CCN(CC)CC.[C:16](O[C:16]([O:18][C:19]([CH3:22])([CH3:21])[CH3:20])=[O:17])([O:18][C:19]([CH3:22])([CH3:21])[CH3:20])=[O:17].[NH2:23][C:24]1[S:25][C:26]([C:29]([O:31][CH2:32][CH3:33])=[O:30])=[CH:27][N:28]=1. (7) Given the product [S:19]1[C:2]2[CH:7]=[CH:6][N:5]=[CH:4][C:3]=2[CH:8]=[C:18]1[C:17]([O:21][CH3:22])=[O:20], predict the reactants needed to synthesize it. The reactants are: Cl[C:2]1[CH:7]=[CH:6][N:5]=[CH:4][C:3]=1[CH:8]=O.O.C([O-])([O-])=O.[K+].[K+].[C:17]([O:21][CH3:22])(=[O:20])[CH2:18][SH:19]. (8) Given the product [CH2:20]=[C:21]1[CH2:26][CH2:25][O:24][C:22]1=[O:23].[C:27]([OH:31])(=[O:30])[CH:28]=[CH2:29], predict the reactants needed to synthesize it. The reactants are: O.S([O-])(OCCCCCCCCCCCC)(=O)=O.[Na+].[CH2:20]=[C:21]1[CH2:26][CH2:25][O:24][C:22]1=[O:23].[C:27]([OH:31])(=[O:30])[CH:28]=[CH2:29].S(OOS([O-])(=O)=O)([O-])(=O)=O.[Na+].[Na+].[OH-].[Na+].